From a dataset of Reaction yield outcomes from USPTO patents with 853,638 reactions. Predict the reaction yield, written as a fraction of the theoretical maximum amount of product (1.0 means a 100% yield; for example, 0.34 means a 34% yield). (1) The reactants are [C:1]([C:3]1[N:8]=[CH:7][C:6]([S:9]([C:12]2[N:16]([C:17]3[CH:22]=[CH:21][CH:20]=[CH:19][C:18]=3[F:23])[N:15]=[C:14]([CH2:24][N:25](C)[C:26](=O)OC(C)(C)C)[CH:13]=2)(=[O:11])=[O:10])=[CH:5][CH:4]=1)#[N:2].C(OCC)(=O)C.[ClH:40]. The catalyst is C(OCC)(=O)C.C(O)C. The product is [ClH:40].[F:23][C:18]1[CH:19]=[CH:20][CH:21]=[CH:22][C:17]=1[N:16]1[C:12]([S:9]([C:6]2[CH:5]=[CH:4][C:3]([C:1]#[N:2])=[N:8][CH:7]=2)(=[O:11])=[O:10])=[CH:13][C:14]([CH2:24][NH:25][CH3:26])=[N:15]1. The yield is 0.760. (2) The reactants are [Si]([O:8][C@H:9]([CH3:41])[C@@H:10]([NH:30][C:31]1[CH:38]=[CH:37][C:34]([C:35]#[N:36])=[C:33]([Cl:39])[C:32]=1[CH3:40])[C:11]1[O:12][C:13]([C:16]2[CH:21]=[CH:20][CH:19]=[C:18]([O:22][Si](C(C)(C)C)(C)C)[CH:17]=2)=[N:14][N:15]=1)(C(C)(C)C)(C)C.[F-].C([N+](CCCC)(CCCC)CCCC)CCC. No catalyst specified. The product is [Cl:39][C:33]1[C:32]([CH3:40])=[C:31]([NH:30][C@@H:10]([C:11]2[O:12][C:13]([C:16]3[CH:21]=[CH:20][CH:19]=[C:18]([OH:22])[CH:17]=3)=[N:14][N:15]=2)[C@H:9]([OH:8])[CH3:41])[CH:38]=[CH:37][C:34]=1[C:35]#[N:36]. The yield is 0.800. (3) The reactants are [H-].[Al+3].[Li+].[H-].[H-].[H-].[C:7]([O:11][C:12]([N:14]1[CH2:19][CH2:18][C:17]([NH:23][C:24]([O:26][C:27]([CH3:30])([CH3:29])[CH3:28])=[O:25])([C:20](O)=[O:21])[CH2:16][CH2:15]1)=[O:13])([CH3:10])([CH3:9])[CH3:8].O.[OH-].[Na+]. The catalyst is O1CCCC1. The product is [C:7]([O:11][C:12]([N:14]1[CH2:19][CH2:18][C:17]([NH:23][C:24]([O:26][C:27]([CH3:30])([CH3:29])[CH3:28])=[O:25])([CH2:20][OH:21])[CH2:16][CH2:15]1)=[O:13])([CH3:9])([CH3:10])[CH3:8]. The yield is 0.490. (4) The reactants are Br[CH2:2][CH2:3][O:4][CH2:5][CH2:6][O:7][CH3:8].[OH:9][C:10]1[CH:18]=[CH:17][CH:16]=[C:15]2[C:11]=1[C:12](=[O:29])[N:13]([CH2:20][C:21]1[CH:26]=[CH:25][C:24]([O:27][CH3:28])=[CH:23][CH:22]=1)[C:14]2=[O:19].C(=O)([O-])[O-].[K+].[K+].[I-].[K+]. The catalyst is CN(C=O)C. The product is [CH3:28][O:27][C:24]1[CH:25]=[CH:26][C:21]([CH2:20][N:13]2[C:12](=[O:29])[C:11]3[C:15](=[CH:16][CH:17]=[CH:18][C:10]=3[O:9][CH2:2][CH2:3][O:4][CH2:5][CH2:6][O:7][CH3:8])[C:14]2=[O:19])=[CH:22][CH:23]=1. The yield is 0.730. (5) The reactants are [C:1]1([NH:7][NH2:8])[CH:6]=[CH:5][CH:4]=[CH:3][CH:2]=1.Cl.[F:10][C:11]([F:21])([F:20])[C:12](=O)[CH2:13][C:14](OCC)=[O:15]. The catalyst is C(O)C. The product is [C:1]1([N:7]2[C:14]([OH:15])=[CH:13][C:12]([C:11]([F:21])([F:20])[F:10])=[N:8]2)[CH:6]=[CH:5][CH:4]=[CH:3][CH:2]=1. The yield is 0.879. (6) The reactants are Cl.[C:2]([C:4]1([CH2:10][O:11][C:12]2[CH:17]=[CH:16][CH:15]=[CH:14][C:13]=2[CH3:18])[CH2:9][CH2:8][NH:7][CH2:6][CH2:5]1)#[N:3].[O:19]=[C:20]1[C:25]([CH:26]=O)=[CH:24][CH:23]=[CH:22][NH:21]1.C(O[BH-](OC(=O)C)OC(=O)C)(=O)C.[Na+].C(=O)(O)[O-].[Na+]. The catalyst is C(Cl)(Cl)Cl.C(OCC)(=O)C.ClCCl. The product is [O:19]=[C:20]1[C:25]([CH2:26][N:7]2[CH2:8][CH2:9][C:4]([CH2:10][O:11][C:12]3[CH:17]=[CH:16][CH:15]=[CH:14][C:13]=3[CH3:18])([C:2]#[N:3])[CH2:5][CH2:6]2)=[CH:24][CH:23]=[CH:22][NH:21]1. The yield is 0.0500. (7) The reactants are [Br:1][C:2]1[CH:7]=[CH:6][C:5]([NH:8][C:9](=[O:13])[CH:10]=NO)=[C:4]([O:14][CH3:15])[CH:3]=1.[OH:16]S(O)(=O)=O. No catalyst specified. The product is [Br:1][C:2]1[CH:7]=[C:6]2[C:5](=[C:4]([O:14][CH3:15])[CH:3]=1)[NH:8][C:9](=[O:13])[C:10]2=[O:16]. The yield is 0.700.